This data is from Catalyst prediction with 721,799 reactions and 888 catalyst types from USPTO. The task is: Predict which catalyst facilitates the given reaction. (1) Reactant: [Cl:1][C:2]1[N:7]=[C:6](Cl)[CH:5]=[C:4]([C:9]([O:11][CH3:12])=[O:10])[N:3]=1.C(N(CC)CC)C.[NH2:20][CH:21]1[CH2:26][CH2:25][O:24][CH2:23][CH2:22]1. Product: [Cl:1][C:2]1[N:3]=[C:4]([C:9]([O:11][CH3:12])=[O:10])[CH:5]=[C:6]([NH:20][CH:21]2[CH2:26][CH2:25][O:24][CH2:23][CH2:22]2)[N:7]=1. The catalyst class is: 9. (2) Reactant: [Br:1][C:2]1[S:3][C:4]([CH3:12])=[C:5]([CH2:7][C:8](OC)=[O:9])[N:6]=1.CC(C[AlH]CC(C)C)C.Cl. Product: [Br:1][C:2]1[S:3][C:4]([CH3:12])=[C:5]([CH2:7][CH2:8][OH:9])[N:6]=1. The catalyst class is: 390. (3) Product: [CH:1]([O:4][C:5]1[CH:10]=[C:9]2[C:8](=[CH:7][CH:6]=1)[NH:15][C:12](=[O:13])[CH2:11]2)([CH3:3])[CH3:2]. Reactant: [CH:1]([O:4][C:5]1[CH:6]=[CH:7][C:8]([N+:15]([O-])=O)=[C:9]([CH2:11][C:12](O)=[O:13])[CH:10]=1)([CH3:3])[CH3:2]. The catalyst class is: 409. (4) Reactant: [H-].[Na+].[F:3][C:4]1[CH:5]=[C:6]([NH:11][C:12]2[C:17]([C:18]([NH:20][C@@H:21]3[CH2:26][CH2:25][C@H:24]([NH:27][C:28](=[O:34])[O:29][C:30]([CH3:33])([CH3:32])[CH3:31])[CH2:23][CH2:22]3)=[O:19])=[CH:16][C:15]([F:35])=[CH:14][N:13]=2)[CH:7]=[CH:8][C:9]=1[F:10].Cl[C:37](OCC)=[O:38].[NH4+].[Cl-]. Product: [F:3][C:4]1[CH:5]=[C:6]([N:11]2[C:12]3[N:13]=[CH:14][C:15]([F:35])=[CH:16][C:17]=3[C:18](=[O:19])[N:20]([C@@H:21]3[CH2:22][CH2:23][C@H:24]([NH:27][C:28](=[O:34])[O:29][C:30]([CH3:31])([CH3:32])[CH3:33])[CH2:25][CH2:26]3)[C:37]2=[O:38])[CH:7]=[CH:8][C:9]=1[F:10]. The catalyst class is: 1. (5) Reactant: [CH3:1][O:2][C:3](=[O:19])[CH2:4][CH2:5][N:6]1[C:10]2[CH:11]=[CH:12][CH:13]=[CH:14][C:9]=2[N:8](C(C)=C)[C:7]1=[O:18].CO.O.Cl. Product: [CH3:1][O:2][C:3](=[O:19])[CH2:4][CH2:5][N:6]1[C:10]2[CH:11]=[CH:12][CH:13]=[CH:14][C:9]=2[NH:8][C:7]1=[O:18]. The catalyst class is: 2. (6) Reactant: [Br:1][C:2]1[N:3]=[C:4]([NH:11][C:12]2[CH:17]=[CH:16][C:15]([N:18]3[CH2:23][CH2:22][N:21]([CH:24]4[CH2:27][O:26][CH2:25]4)[CH2:20][CH2:19]3)=[CH:14][CH:13]=2)[C:5]2[N:6]([CH:8]=[CH:9][N:10]=2)[CH:7]=1.[C:28](O[C:28]([O:30][C:31]([CH3:34])([CH3:33])[CH3:32])=[O:29])([O:30][C:31]([CH3:34])([CH3:33])[CH3:32])=[O:29]. Product: [Br:1][C:2]1[N:3]=[C:4]([N:11]([C:12]2[CH:13]=[CH:14][C:15]([N:18]3[CH2:23][CH2:22][N:21]([CH:24]4[CH2:27][O:26][CH2:25]4)[CH2:20][CH2:19]3)=[CH:16][CH:17]=2)[C:28](=[O:29])[O:30][C:31]([CH3:34])([CH3:33])[CH3:32])[C:5]2[N:6]([CH:8]=[CH:9][N:10]=2)[CH:7]=1. The catalyst class is: 143. (7) Reactant: [OH:1][C@H:2]1[C@H:6]2[O:7][CH2:8][C@:3]1([CH2:27][OH:28])[O:4][C@H:5]2[N:9]1[CH:17]=[N:16][C:15]2[C:10]1=[N:11][CH:12]=[N:13][C:14]=2[NH:18][C:19](=[O:26])[C:20]1[CH:25]=[CH:24][CH:23]=[CH:22][CH:21]=1.[CH3:29][O:30][C:31]1[CH:52]=[CH:51][C:34]([C:35](Cl)([C:44]2[CH:49]=[CH:48][CH:47]=[CH:46][CH:45]=2)[C:36]2[CH:41]=[CH:40][C:39]([O:42][CH3:43])=[CH:38][CH:37]=2)=[CH:33][CH:32]=1.C(=O)([O-])O.[Na+]. Product: [OH:1][C@H:2]1[C@H:6]2[O:7][CH2:8][C@:3]1([CH2:27][O:28][C:35]([C:44]1[CH:49]=[CH:48][CH:47]=[CH:46][CH:45]=1)([C:36]1[CH:41]=[CH:40][C:39]([O:42][CH3:43])=[CH:38][CH:37]=1)[C:34]1[CH:33]=[CH:32][C:31]([O:30][CH3:29])=[CH:52][CH:51]=1)[O:4][C@H:5]2[N:9]1[CH:17]=[N:16][C:15]2[C:10]1=[N:11][CH:12]=[N:13][C:14]=2[NH:18][C:19](=[O:26])[C:20]1[CH:25]=[CH:24][CH:23]=[CH:22][CH:21]=1.[OH:1][C@H:2]1[C@H:6]2[O:7][CH2:8][C@:3]1([CH2:27][OH:28])[O:4][C@H:5]2[N:9]1[CH:17]=[N:16][C:15]2[C:10]1=[N:11][CH:12]=[N:13][C:14]=2[NH2:18]. The catalyst class is: 17.